Dataset: Full USPTO retrosynthesis dataset with 1.9M reactions from patents (1976-2016). Task: Predict the reactants needed to synthesize the given product. (1) Given the product [N:24]1([CH2:30][CH2:31][CH2:32][NH:33][C:7]([C:6]2[C:5]3[CH:10]=[CH:11][C:12]([O:14][C:15]4[CH:20]=[CH:19][N:18]=[C:17]5[CH:21]=[CH:22][S:23][C:16]=45)=[CH:13][C:4]=3[O:3][C:2]=2[CH3:1])=[O:8])[CH2:29][CH2:28][O:27][CH2:26][CH2:25]1, predict the reactants needed to synthesize it. The reactants are: [CH3:1][C:2]1[O:3][C:4]2[CH:13]=[C:12]([O:14][C:15]3[CH:20]=[CH:19][N:18]=[C:17]4[CH:21]=[CH:22][S:23][C:16]=34)[CH:11]=[CH:10][C:5]=2[C:6]=1[C:7](Cl)=[O:8].[N:24]1([CH2:30][CH2:31][CH2:32][NH2:33])[CH2:29][CH2:28][O:27][CH2:26][CH2:25]1. (2) Given the product [N:15]1([CH2:22][C:23]2[CH:31]=[C:30]([OH:32])[CH:29]=[C:28]3[C:24]=2[CH:25]=[CH:26][N:27]3[S:34]([C:37]2[CH:42]=[CH:41][CH:40]=[CH:39][CH:38]=2)(=[O:36])=[O:35])[CH2:21][CH2:20][CH2:19][NH:18][CH2:17][CH2:16]1, predict the reactants needed to synthesize it. The reactants are: FC(F)(F)C(O)=O.FC(F)(F)C(O)=O.[N:15]1([CH2:22][C:23]2[CH:31]=[C:30]([O:32]C)[CH:29]=[C:28]3[C:24]=2[CH:25]=[CH:26][N:27]3[S:34]([C:37]2[CH:42]=[CH:41][CH:40]=[CH:39][CH:38]=2)(=[O:36])=[O:35])[CH2:21][CH2:20][CH2:19][NH:18][CH2:17][CH2:16]1.Br.C([O-])(O)=O.[Na+]. (3) Given the product [O:21]=[C:20]([NH:1][C:2]1[CH:3]=[N:4][CH:5]=[CH:6][CH:7]=1)[C:19]([O:18][CH2:17][CH3:16])=[O:23], predict the reactants needed to synthesize it. The reactants are: [NH2:1][C:2]1[CH:3]=[N:4][CH:5]=[CH:6][CH:7]=1.C(N(CC)CC)C.Cl[CH2:16][CH2:17][O:18][C:19](=[O:23])[C:20]([O-])=[O:21].